This data is from Full USPTO retrosynthesis dataset with 1.9M reactions from patents (1976-2016). The task is: Predict the reactants needed to synthesize the given product. Given the product [CH2:26]([O:14][C:12]([CH:11]1[CH2:9][CH:10]([C:18]2[CH:21]=[CH:22][CH:23]=[CH:24][C:17]=2[Br:16])[C:7]2[C:5](=[CH:4][CH:3]=[C:2]([Cl:1])[CH:8]=2)[NH:6]1)=[O:13])[CH3:27], predict the reactants needed to synthesize it. The reactants are: [Cl:1][C:2]1[CH:8]=[CH:7][C:5]([NH2:6])=[CH:4][CH:3]=1.[CH2:9]([C:11](=O)[C:12]([O-:14])=[O:13])[CH3:10].[Br:16][C:17]1[CH:24]=[CH:23][CH:22]=[CH:21][C:18]=1C=C.F[C:26](F)(F)[C:27](O)=O.